Dataset: Reaction yield outcomes from USPTO patents with 853,638 reactions. Task: Predict the reaction yield, written as a fraction of the theoretical maximum amount of product (1.0 means a 100% yield; for example, 0.34 means a 34% yield). (1) The reactants are [CH3:1][C:2]1([CH3:23])[NH:7][C:6](=[O:8])[C:5]2[S:9][C:10]([N:12]3[C:17]4[CH:18]=[C:19]([OH:22])[CH:20]=[CH:21][C:16]=4[O:15][CH2:14][CH2:13]3)=[N:11][C:4]=2[CH2:3]1.Cl[C:25]1[N:26]=[N:27][C:28]([CH3:31])=[CH:29][CH:30]=1.CCN(C(C)C)C(C)C. No catalyst specified. The product is [CH3:1][C:2]1([CH3:23])[NH:7][C:6](=[O:8])[C:5]2[S:9][C:10]([N:12]3[C:17]4[CH:18]=[C:19]([O:22][C:25]5[N:26]=[N:27][C:28]([CH3:31])=[CH:29][CH:30]=5)[CH:20]=[CH:21][C:16]=4[O:15][CH2:14][CH2:13]3)=[N:11][C:4]=2[CH2:3]1. The yield is 0.190. (2) The reactants are [Cl:1][C:2]1[C:10]([C:11]([C:13]2[C:18]([NH:19][S:20]([C:23]3[CH:28]=[CH:27][C:26]([Cl:29])=[C:25]([C:30]([F:33])([F:32])[F:31])[CH:24]=3)(=[O:22])=[O:21])=[CH:17][C:16]([Cl:34])=[CH:15][N:14]=2)=[O:12])=[CH:9][CH:8]=[CH:7][C:3]=1[C:4]([OH:6])=O.[CH3:35][N:36](C(ON1N=NC2C=CC=NC1=2)=[N+](C)C)C.F[P-](F)(F)(F)(F)F.CN.C1COCC1.CCN(C(C)C)C(C)C. The catalyst is CCOC(C)=O.CN(C=O)C. The product is [Cl:1][C:2]1[C:10]([C:11]([C:13]2[C:18]([NH:19][S:20]([C:23]3[CH:28]=[CH:27][C:26]([Cl:29])=[C:25]([C:30]([F:31])([F:32])[F:33])[CH:24]=3)(=[O:21])=[O:22])=[CH:17][C:16]([Cl:34])=[CH:15][N:14]=2)=[O:12])=[CH:9][CH:8]=[CH:7][C:3]=1[C:4]([NH:36][CH3:35])=[O:6]. The yield is 0.0500. (3) The product is [CH2:18]([O:1][C@H:2]1[CH2:7][CH2:6][C@H:5]([NH:8][C:9](=[O:15])[O:10][C:11]([CH3:12])([CH3:14])[CH3:13])[CH2:4][CH2:3]1)[CH3:19]. The reactants are [OH:1][C@H:2]1[CH2:7][CH2:6][C@H:5]([NH:8][C:9](=[O:15])[O:10][C:11]([CH3:14])([CH3:13])[CH3:12])[CH2:4][CH2:3]1.[H-].[Na+].[CH2:18](I)[CH3:19]. The yield is 0.130. The catalyst is C1COCC1. (4) The reactants are O[C:2]1[C:7]([CH:8]2[CH2:13][CH2:12][CH:11]([C:14]([O:16][CH2:17][CH3:18])=[O:15])[CH2:10][CH2:9]2)=[CH:6][N:5]=[C:4]([CH3:19])[N:3]=1.O=P(Cl)(Cl)[Cl:22]. No catalyst specified. The product is [Cl:22][C:2]1[C:7]([CH:8]2[CH2:13][CH2:12][CH:11]([C:14]([O:16][CH2:17][CH3:18])=[O:15])[CH2:10][CH2:9]2)=[CH:6][N:5]=[C:4]([CH3:19])[N:3]=1. The yield is 0.750. (5) The reactants are F[B-](F)(F)F.[F:6][C:7]([F:22])([F:21])[S+:8]1[C:12]2[CH:13]=[CH:14][CH:15]=[CH:16][C:11]=2[C:10]2[CH:17]=[CH:18][CH:19]=[CH:20][C:9]1=2.[S:23]([C:27]([C:30]([C:33]([C:36]([F:39])([F:38])[F:37])([F:35])[F:34])([F:32])[F:31])([F:29])[F:28])([O-:26])(=[O:25])=[O:24].[K+]. The catalyst is C(OCC)(=O)C.O. The product is [F:39][C:36]([F:37])([F:38])[C:33]([F:34])([F:35])[C:30]([F:31])([F:32])[C:27]([F:28])([F:29])[S:23]([O-:26])(=[O:25])=[O:24].[F:21][C:7]([F:6])([F:22])[S+:8]1[C:12]2[CH:13]=[CH:14][CH:15]=[CH:16][C:11]=2[C:10]2[CH:17]=[CH:18][CH:19]=[CH:20][C:9]1=2. The yield is 0.910.